This data is from Reaction yield outcomes from USPTO patents with 853,638 reactions. The task is: Predict the reaction yield, written as a fraction of the theoretical maximum amount of product (1.0 means a 100% yield; for example, 0.34 means a 34% yield). (1) The reactants are [CH3:1][O:2][C:3]1[CH:9]=[CH:8][C:7]([O:10][CH3:11])=[CH:6][C:4]=1N.[CH3:12][CH2:13][N:14](C(C)C)C(C)C.C(OC(=O)C)(=[O:23])C. The catalyst is C(Cl)(Cl)Cl. The product is [CH3:1][O:2][C:3]1[CH:9]=[CH:8][C:7]([O:10][CH3:11])=[CH:6][C:4]=1[CH2:12][C:13]([NH2:14])=[O:23]. The yield is 1.00. (2) The reactants are Br[C:2]1[C:11]2[C:6](=[CH:7][CH:8]=[CH:9][CH:10]=2)[C:5]([NH2:12])=[CH:4][CH:3]=1.CC1C=CC=CC=1P(C1C=CC=CC=1C)C1C=CC=CC=1C.[C:35]([NH:38][C:39](=[CH2:44])[C:40]([O:42][CH3:43])=[O:41])(=[O:37])[CH3:36].C(N(CC)CC)C. The catalyst is CN(C)C=O.CC([O-])=O.CC([O-])=O.[Pd+2]. The product is [CH3:43][O:42][C:40](=[O:41])[C:39]([NH:38][C:35](=[O:37])[CH3:36])=[CH:44][C:2]1[C:11]2[C:6](=[CH:7][CH:8]=[CH:9][CH:10]=2)[C:5]([NH2:12])=[CH:4][CH:3]=1. The yield is 0.760. (3) The reactants are N#N.[F:3][C:4]([F:20])([F:19])[O:5][C:6]1[CH:18]=[CH:17][C:9]([O:10][CH:11]2[CH2:16][CH2:15][NH:14][CH2:13][CH2:12]2)=[CH:8][CH:7]=1.[Cl:21][S:22]([CH:25]1[CH2:30][CH2:29][N:28](C(OC(C)(C)C)=O)[CH2:27][CH2:26]1)(=[O:24])=[O:23]. The catalyst is C(Cl)Cl.C(N(CC)CC)C. The product is [ClH:21].[NH:28]1[CH2:29][CH2:30][CH:25]([S:22]([N:14]2[CH2:13][CH2:12][CH:11]([O:10][C:9]3[CH:17]=[CH:18][C:6]([O:5][C:4]([F:3])([F:19])[F:20])=[CH:7][CH:8]=3)[CH2:16][CH2:15]2)(=[O:24])=[O:23])[CH2:26][CH2:27]1. The yield is 0.920. (4) The reactants are [CH3:1][O:2][C:3](=[O:14])[C:4]1[CH:9]=[C:8]([N+:10]([O-:12])=[O:11])[CH:7]=[C:6]([NH2:13])[CH:5]=1.N1C=CC=CC=1.[Cl:21][CH2:22][CH2:23][CH2:24][S:25](Cl)(=[O:27])=[O:26]. The catalyst is C(Cl)Cl.CN(C1C=CN=CC=1)C.CCOC(C)=O.Cl. The product is [CH3:1][O:2][C:3](=[O:14])[C:4]1[CH:9]=[C:8]([N+:10]([O-:12])=[O:11])[CH:7]=[C:6]([NH:13][S:25]([CH2:24][CH2:23][CH2:22][Cl:21])(=[O:27])=[O:26])[CH:5]=1. The yield is 0.320. (5) The reactants are C(OC(=O)[NH:7][CH:8]([C:26](=[O:46])[NH:27][C:28]1[CH:33]=[CH:32][C:31]([C:34]#[C:35][C:36]2[C:41]([F:42])=[C:40]([F:43])[N:39]=[C:38]([F:44])[C:37]=2[F:45])=[CH:30][CH:29]=1)[CH2:9][CH2:10][CH2:11][CH2:12][NH:13][C:14](=[O:25])[CH:15]([NH:17]C(OC(C)(C)C)=O)[CH3:16])(C)(C)C.NCCCC[C@H](NC(=O)[C@@H](N)C)C(NC1C=CC(C#CC2C(F)=C(F)N=C(F)C=2F)=CC=1)=O.C(OC(=O)NCCCCC(NC(=O)C(NC(OC(C)(C)C)=O)C)C(=O)NC1C=CC(C#CC2C(F)=C(F)N=C(F)C=2F)=CC=1)(C)(C)C. No catalyst specified. The product is [NH2:7][C@@H:8]([CH2:9][CH2:10][CH2:11][CH2:12][NH:13][C:14](=[O:25])[C@@H:15]([NH2:17])[CH3:16])[C:26]([NH:27][C:28]1[CH:29]=[CH:30][C:31]([C:34]#[C:35][C:36]2[C:37]([F:45])=[C:38]([F:44])[N:39]=[C:40]([F:43])[C:41]=2[F:42])=[CH:32][CH:33]=1)=[O:46]. The yield is 0.950. (6) The reactants are [C:1]([C:4]1[S:8][C:7]([N:9]2[CH2:13][CH2:12][N:11]([CH2:14][C:15]3[CH:20]=[CH:19][C:18]([C:21]([N:23]4CCCC[CH2:24]4)=[O:22])=[CH:17][CH:16]=3)[C:10]2=[O:29])=[N:6][C:5]=1[CH3:30])(=O)C.C([C:34]1SC(N2CCN(CC3C=CC(C(NC)=O)=CC=3)C2=O)=[N:36][C:35]=1[CH3:56])(=O)C.COC(OC)([N:61](C)C)C.O.NN. No catalyst specified. The product is [CH3:24][NH:23][C:21](=[O:22])[C:18]1[CH:19]=[CH:20][C:15]([CH2:14][N:11]2[CH2:12][CH2:13][N:9]([C:7]3[S:8][C:4]([C:1]4[NH:61][N:36]=[C:35]([CH3:56])[CH:34]=4)=[C:5]([CH3:30])[N:6]=3)[C:10]2=[O:29])=[CH:16][CH:17]=1. The yield is 0.800.